Dataset: Reaction yield outcomes from USPTO patents with 853,638 reactions. Task: Predict the reaction yield, written as a fraction of the theoretical maximum amount of product (1.0 means a 100% yield; for example, 0.34 means a 34% yield). (1) The reactants are [CH3:1][C:2]1([CH3:31])[O:6][C@H:5]2[C@H:7]([NH:12][C:13]3[N:18]4[N:19]=[C:20](B5OC(C)(C)C(C)(C)O5)[CH:21]=[C:17]4[N:16]=[CH:15][CH:14]=3)[CH2:8][C@H:9]([CH2:10][OH:11])[C@H:4]2[O:3]1.[Cl:32][C:33]1[C:42]2[C:37](=[CH:38][CH:39]=[CH:40][CH:41]=2)[C:36](I)=[CH:35][CH:34]=1.ClCCl.C(=O)([O-])[O-].[Cs+].[Cs+].O. The product is [Cl:32][C:33]1[C:42]2[C:37](=[CH:38][CH:39]=[CH:40][CH:41]=2)[C:36]([C:20]2[CH:21]=[C:17]3[N:16]=[CH:15][CH:14]=[C:13]([NH:12][C@H:7]4[C@@H:5]5[O:6][C:2]([CH3:1])([CH3:31])[O:3][C@@H:4]5[C@@H:9]([CH2:10][OH:11])[CH2:8]4)[N:18]3[N:19]=2)=[CH:35][CH:34]=1. The catalyst is C(OCC)(=O)C.C1C=CC(P(C2C=CC=CC=2)[C-]2C=CC=C2)=CC=1.C1C=CC(P(C2C=CC=CC=2)[C-]2C=CC=C2)=CC=1.Cl[Pd]Cl.[Fe+2]. The yield is 1.67. (2) The reactants are [CH2:1]([O:8][C:9]1[C:10]([CH2:20][CH:21]=[O:22])=[CH:11][C:12]([Cl:19])=[C:13]2[C:18]=1[N:17]=[CH:16][CH:15]=[CH:14]2)[C:2]1[CH:7]=[CH:6][CH:5]=[CH:4][CH:3]=1.[N:23]1([CH2:29][C:30]2[CH:35]=[CH:34][C:33]([Mg]Br)=[CH:32][CH:31]=2)[CH2:28][CH2:27][O:26][CH2:25][CH2:24]1. The catalyst is O1CCCC1. The product is [CH2:1]([O:8][C:9]1[C:10]([CH2:20][CH:21]([C:33]2[CH:32]=[CH:31][C:30]([CH2:29][N:23]3[CH2:28][CH2:27][O:26][CH2:25][CH2:24]3)=[CH:35][CH:34]=2)[OH:22])=[CH:11][C:12]([Cl:19])=[C:13]2[C:18]=1[N:17]=[CH:16][CH:15]=[CH:14]2)[C:2]1[CH:7]=[CH:6][CH:5]=[CH:4][CH:3]=1. The yield is 0.120. (3) The reactants are Cl[C:2]1[C:7]([CH:8]=[O:9])=[C:6]([N:10]2[CH2:22][CH2:21][C:20]3[N:19]4[C:14]([CH2:15][CH2:16][CH2:17][CH2:18]4)=[C:13]([F:23])[C:12]=3[C:11]2=[O:24])[N:5]=[CH:4][CH:3]=1.[CH3:25][N:26]1[C:30]([CH3:31])=[CH:29][C:28]([NH:32][C:33]2[C:34](=[O:49])[N:35]([CH3:48])[CH:36]=[C:37](B3OC(C)(C)C(C)(C)O3)[CH:38]=2)=[N:27]1.C([O-])([O-])=O.[Cs+].[Cs+].O1CCOCC1. The catalyst is C1C=CC(/C=C/C(/C=C/C2C=CC=CC=2)=O)=CC=1.C1C=CC(/C=C/C(/C=C/C2C=CC=CC=2)=O)=CC=1.C1C=CC(/C=C/C(/C=C/C2C=CC=CC=2)=O)=CC=1.[Pd].[Pd].O. The product is [CH3:25][N:26]1[C:30]([CH3:31])=[CH:29][C:28]([NH:32][C:33]2[C:34](=[O:49])[N:35]([CH3:48])[CH:36]=[C:37]([C:2]3[CH:3]=[CH:4][N:5]=[C:6]([N:10]4[CH2:22][CH2:21][C:20]5[N:19]6[C:14]([CH2:15][CH2:16][CH2:17][CH2:18]6)=[C:13]([F:23])[C:12]=5[C:11]4=[O:24])[C:7]=3[CH:8]=[O:9])[CH:38]=2)=[N:27]1. The yield is 0.610. (4) The reactants are [Cl:1][C:2]1[CH:3]=[C:4]([CH:8]=[CH:9][C:10]=1[Cl:11])[C:5](O)=[O:6].S(Cl)([Cl:14])=O. The product is [Cl:1][C:2]1[CH:3]=[C:4]([CH:8]=[CH:9][C:10]=1[Cl:11])[C:5]([Cl:14])=[O:6]. The yield is 0.910. No catalyst specified. (5) The reactants are CN(C(ON1N=NC2C=CC=NC1=2)=[N+](C)C)C.F[P-](F)(F)(F)(F)F.[NH2:25][C:26]1[CH:34]=[C:33]([Cl:35])[CH:32]=[CH:31][C:27]=1[C:28]([OH:30])=O.Cl.[NH2:37][C@@H:38]([CH:46]1[CH2:51][CH2:50][CH2:49][CH2:48][CH2:47]1)[C:39]([O:41][C:42]([CH3:45])([CH3:44])[CH3:43])=[O:40].C(N(C(C)C)CC)(C)C. The catalyst is CN(C=O)C.C(OCC)(=O)C.O.CCCCCC.C(OCC)(=O)C. The product is [NH2:25][C:26]1[CH:34]=[C:33]([Cl:35])[CH:32]=[CH:31][C:27]=1[C:28]([NH:37][C@@H:38]([CH:46]1[CH2:47][CH2:48][CH2:49][CH2:50][CH2:51]1)[C:39]([O:41][C:42]([CH3:45])([CH3:44])[CH3:43])=[O:40])=[O:30]. The yield is 0.580. (6) The reactants are [Cl:1][C:2]1[N:7]=[CH:6][C:5]2[CH:8]=[CH:9][NH:10][C:4]=2[CH:3]=1.[H-].[Na+].Cl[CH2:14][O:15][CH2:16][CH2:17][Si:18]([CH3:21])([CH3:20])[CH3:19]. The catalyst is CN(C)C=O.[Cl-].[Na+].O. The product is [Cl:1][C:2]1[N:7]=[CH:6][C:5]2[CH:8]=[CH:9][N:10]([CH2:14][O:15][CH2:16][CH2:17][Si:18]([CH3:21])([CH3:20])[CH3:19])[C:4]=2[CH:3]=1. The yield is 0.660. (7) The reactants are C([N:8]1[CH2:13][CH2:12][C:11]([C:20]([N:22]2[CH2:26][CH:25]=[CH:24][CH2:23]2)=[O:21])([N:14]2[CH2:19][CH2:18][CH2:17][CH2:16][CH2:15]2)[CH2:10][CH2:9]1)C1C=CC=CC=1.[H][H]. The catalyst is C(O)C. The product is [N:22]1([C:20]([C:11]2([N:14]3[CH2:15][CH2:16][CH2:17][CH2:18][CH2:19]3)[CH2:12][CH2:13][NH:8][CH2:9][CH2:10]2)=[O:21])[CH2:23][CH2:24][CH2:25][CH2:26]1. The yield is 0.990. (8) The reactants are [N:1]([C:4]1[C:9]([F:10])=[CH:8][N:7]=[CH:6][C:5]=1[CH:11]=O)=[N+:2]=[N-:3].[Br:13][C:14]1[CH:19]=[C:18]([Cl:20])[C:17]([NH2:21])=[C:16]([Cl:22])[CH:15]=1.C(N(CC)CC)C. The catalyst is C(Cl)Cl.[Ti](Cl)(Cl)(Cl)Cl. The product is [N:1]([C:4]1[C:9]([F:10])=[CH:8][N:7]=[CH:6][C:5]=1/[CH:11]=[N:21]/[C:17]1[C:18]([Cl:20])=[CH:19][C:14]([Br:13])=[CH:15][C:16]=1[Cl:22])=[N+:2]=[N-:3]. The yield is 1.00.